From a dataset of Full USPTO retrosynthesis dataset with 1.9M reactions from patents (1976-2016). Predict the reactants needed to synthesize the given product. (1) Given the product [F:5][C:6]1[CH:7]=[C:8]([CH2:2][SH:3])[CH:11]=[CH:12][C:13]=1[F:14], predict the reactants needed to synthesize it. The reactants are: N[C:2](N)=[S:3].[F:5][C:6]1[CH:7]=[C:8]([CH:11]=[CH:12][C:13]=1[F:14])CBr.Cl. (2) Given the product [C:20]([O:19][C:17]([N:14]1[CH2:15][CH:16]2[C:9]([OH:8])([C:2]3[CH:3]=[N:4][CH:5]=[CH:6][CH:7]=3)[CH2:10][CH2:11][CH:12]2[CH2:13]1)=[O:18])([CH3:23])([CH3:21])[CH3:22], predict the reactants needed to synthesize it. The reactants are: Br[C:2]1[CH:3]=[N:4][CH:5]=[CH:6][CH:7]=1.[O:8]=[C:9]1[C@@H:16]2[C@@H:12]([CH2:13][N:14]([C:17]([O:19][C:20]([CH3:23])([CH3:22])[CH3:21])=[O:18])[CH2:15]2)[CH2:11][CH2:10]1. (3) Given the product [CH2:1]([NH:8][C:19]([C:17]1[N:18]=[C:13]2[CH:12]=[CH:11][C:10]([Br:9])=[CH:15][N:14]2[CH:16]=1)=[O:20])[C:2]1[CH:7]=[CH:6][CH:5]=[CH:4][CH:3]=1, predict the reactants needed to synthesize it. The reactants are: [CH2:1]([NH2:8])[C:2]1[CH:7]=[CH:6][CH:5]=[CH:4][CH:3]=1.[Br:9][C:10]1[CH:11]=[CH:12][C:13]2[N:14]([CH:16]=[C:17]([C:19](OCC)=[O:20])[N:18]=2)[CH:15]=1. (4) Given the product [F:21][C:19]1[CH:20]=[C:15]([CH:13]=[O:14])[CH:16]=[C:17]([F:22])[CH:18]=1, predict the reactants needed to synthesize it. The reactants are: ClC1C=CC(C(C2C=CC(Cl)=CC=2)N2CC([C:13]([C:15]3[CH:20]=[C:19]([F:21])[CH:18]=[C:17]([F:22])[CH:16]=3)=[O:14])C2)=CC=1.ClC1C=CC(C(C2C=CC(Cl)=CC=2)N2CC(C(C3C=CC(F)=C(F)C=3)=O)C2)=CC=1.CO[N-]C.ClC1C=CC(C(C2C=CC(Cl)=CC=2)N2CC(C(O)=O)C2)=CC=1.BrC1C=C(F)C=C(F)C=1.[Mg]. (5) Given the product [Cl:19][C:7]1[CH:6]=[C:5]2[C:10]([C:11]([C:12]3[CH:17]=[CH:16][C:15]([F:18])=[CH:14][CH:13]=3)=[C:2]([C:3]([O:4][CH2:5][CH3:6])=[CH2:2])[C:3]([CH3:21])([CH3:20])[O:4]2)=[CH:9][CH:8]=1, predict the reactants needed to synthesize it. The reactants are: Br[C:2]1[C:3]([CH3:21])([CH3:20])[O:4][C:5]2[C:10]([C:11]=1[C:12]1[CH:17]=[CH:16][C:15]([F:18])=[CH:14][CH:13]=1)=[CH:9][CH:8]=[C:7]([Cl:19])[CH:6]=2. (6) Given the product [F:1][C:2]1[CH:10]=[CH:9][CH:8]=[C:7]([N+:11]([O-:13])=[O:12])[C:3]=1[C:4]([O:6][CH3:15])=[O:5], predict the reactants needed to synthesize it. The reactants are: [F:1][C:2]1[CH:10]=[CH:9][CH:8]=[C:7]([N+:11]([O-:13])=[O:12])[C:3]=1[C:4]([OH:6])=[O:5].[Si](C=[N+]=[N-])(C)(C)[CH3:15]. (7) Given the product [Cl:1][C:2]1[C:3]2[C:10]([I:11])=[CH:9][N:8]([CH:15]([CH3:17])[CH3:16])[C:4]=2[N:5]=[CH:6][N:7]=1, predict the reactants needed to synthesize it. The reactants are: [Cl:1][C:2]1[C:3]2[C:10]([I:11])=[CH:9][NH:8][C:4]=2[N:5]=[CH:6][N:7]=1.[H-].[Na+].I[CH:15]([CH3:17])[CH3:16].O.